Dataset: Full USPTO retrosynthesis dataset with 1.9M reactions from patents (1976-2016). Task: Predict the reactants needed to synthesize the given product. (1) Given the product [F:1][C:2]1[CH:22]=[C:21]([CH2:23][CH2:24][CH2:25][OH:26])[CH:20]=[CH:19][C:3]=1[NH:4][C:5]1[C:6]([C:13]([NH:15][CH2:16][CH2:17][OH:18])=[O:14])=[CH:7][N:8]([CH3:12])[C:9](=[O:11])[CH:10]=1, predict the reactants needed to synthesize it. The reactants are: [F:1][C:2]1[CH:22]=[C:21]([C:23]#[C:24][CH2:25][OH:26])[CH:20]=[CH:19][C:3]=1[NH:4][C:5]1[C:6]([C:13]([NH:15][CH2:16][CH2:17][OH:18])=[O:14])=[CH:7][N:8]([CH3:12])[C:9](=[O:11])[CH:10]=1. (2) Given the product [NH2:12][C:9]1[S:8][C:7]([C:6]2[N:2]([CH3:1])[N:3]=[C:4]([C:15]([F:18])([F:17])[F:16])[CH:5]=2)=[N:11][CH:10]=1, predict the reactants needed to synthesize it. The reactants are: [CH3:1][N:2]1[C:6]([C:7]2[S:8][C:9]([N+:12]([O-])=O)=[CH:10][N:11]=2)=[CH:5][C:4]([C:15]([F:18])([F:17])[F:16])=[N:3]1. (3) Given the product [CH3:13][O:14][C:15](=[O:28])[CH:16]([C:17]1[CH:22]=[CH:21][C:20]([C:23]([F:26])([F:25])[F:24])=[C:19]([F:27])[CH:18]=1)[CH2:30][CH:31]1[CH2:35][CH2:34][CH2:33][CH2:32]1, predict the reactants needed to synthesize it. The reactants are: C(NC(C)C)(C)C.C([Li])CCC.[CH3:13][O:14][C:15](=[O:28])[CH2:16][C:17]1[CH:22]=[CH:21][C:20]([C:23]([F:26])([F:25])[F:24])=[C:19]([F:27])[CH:18]=1.I[CH2:30][CH:31]1[CH2:35][CH2:34][CH2:33][CH2:32]1. (4) The reactants are: [Br:1][C:2]1[CH:3]=[C:4]([C:8]2([C:16]#[N:17])[CH2:14][C@H:13]3[NH:15][C@H:10]([CH:11]=[CH:12]3)[CH2:9]2)[CH:5]=[N:6][CH:7]=1.C([O-])([O-])=O.[K+].[K+].[I-].[Na+].Br[CH:27]([CH3:30])[C:28]#[CH:29]. Given the product [Br:1][C:2]1[CH:3]=[C:4]([C:8]2([C:16]#[N:17])[CH2:14][C@H:13]3[N:15]([CH:28]([CH3:29])[C:27]#[CH:30])[C@H:10]([CH:11]=[CH:12]3)[CH2:9]2)[CH:5]=[N:6][CH:7]=1, predict the reactants needed to synthesize it.